Dataset: Full USPTO retrosynthesis dataset with 1.9M reactions from patents (1976-2016). Task: Predict the reactants needed to synthesize the given product. (1) Given the product [NH2:21][C:16]1[CH:17]=[N:18][CH:19]=[CH:20][C:15]=1[C@@H:13]1[CH2:12][C@H:11]([CH3:24])[C@@:10]([CH2:26][CH3:27])([OH:25])[C@H:9]([O:8][Si:1]([C:4]([CH3:6])([CH3:5])[CH3:7])([CH3:3])[CH3:2])[CH2:14]1, predict the reactants needed to synthesize it. The reactants are: [Si:1]([O:8][C@@H:9]1[CH:14]=[C:13]([C:15]2[CH:20]=[CH:19][N:18]=[CH:17][C:16]=2[N+:21]([O-])=O)[CH2:12][C@H:11]([CH3:24])[C@@:10]1([CH:26]=[CH2:27])[OH:25])([C:4]([CH3:7])([CH3:6])[CH3:5])([CH3:3])[CH3:2]. (2) Given the product [CH2:33]([O:32][C:30]([N:28]1[CH2:27][C@H:24]2[C@H:23]([N:22]([C:15]3[CH:16]=[CH:17][CH:18]=[C:19]4[C:14]=3[N:13]=[CH:12][C:11]([S:8]([C:4]3[CH:5]=[CH:6][CH:7]=[C:2]([F:1])[CH:3]=3)(=[O:10])=[O:9])=[CH:20]4)[CH2:26][CH2:25]2)[CH2:29]1)=[O:31])[CH3:34], predict the reactants needed to synthesize it. The reactants are: [F:1][C:2]1[CH:3]=[C:4]([S:8]([C:11]2[CH:12]=[N:13][C:14]3[C:19]([CH:20]=2)=[CH:18][CH:17]=[CH:16][C:15]=3I)(=[O:10])=[O:9])[CH:5]=[CH:6][CH:7]=1.[NH:22]1[CH2:26][CH2:25][C@H:24]2[CH2:27][N:28]([C:30]([O:32][CH2:33][CH3:34])=[O:31])[CH2:29][C@@H:23]12.C(=O)([O-])[O-].[Cs+].[Cs+].CC(C1C=C(C(C)C)C(C2C=CC=CC=2P(C2CCCCC2)C2CCCCC2)=C(C(C)C)C=1)C. (3) Given the product [Br:1][C:2]1[CH:3]=[N:4][C:5]([N:9]2[CH2:15][CH2:14][CH2:13][NH:12][CH2:11][CH2:10]2)=[N:6][CH:7]=1, predict the reactants needed to synthesize it. The reactants are: [Br:1][C:2]1[CH:3]=[N:4][C:5](Cl)=[N:6][CH:7]=1.[NH:9]1[CH2:15][CH2:14][CH2:13][NH:12][CH2:11][CH2:10]1. (4) The reactants are: [CH3:1][O:2][C:3]1[CH:20]=[CH:19][C:6]([C:7]([C:9]2[CH:17]=[CH:16][C:15]([CH3:18])=[CH:14][C:10]=2[C:11](O)=[O:12])=O)=[CH:5][CH:4]=1.O.[NH2:22][NH2:23]. Given the product [CH3:1][O:2][C:3]1[CH:20]=[CH:19][C:6]([C:7]2[C:9]3[C:10](=[CH:14][C:15]([CH3:18])=[CH:16][CH:17]=3)[C:11](=[O:12])[NH:23][N:22]=2)=[CH:5][CH:4]=1, predict the reactants needed to synthesize it. (5) Given the product [CH3:19][O:1][CH2:2][C@@H:3]1[CH2:7][N:6]([C:8]([O:10][C:11]([CH3:13])([CH3:14])[CH3:12])=[O:9])[C@H:5]([C:15]([O:17][CH3:18])=[O:16])[CH2:4]1, predict the reactants needed to synthesize it. The reactants are: [OH:1][CH2:2][C@@H:3]1[CH2:7][N:6]([C:8]([O:10][C:11]([CH3:14])([CH3:13])[CH3:12])=[O:9])[C@H:5]([C:15]([O:17][CH3:18])=[O:16])[CH2:4]1.[C:19](C1C=CC=C(C(C)(C)C)N=1)(C)(C)C. (6) Given the product [CH2:1]([C:5]1[N:9]([CH2:11][C:12]2[CH:17]=[CH:16][C:15]([C:18]3[C:19]([C:24]([OH:26])=[O:25])=[CH:20][CH:21]=[CH:22][CH:23]=3)=[CH:14][CH:13]=2)[N:8]=[CH:7][N:6]=1)[CH2:2][CH2:3][CH3:4], predict the reactants needed to synthesize it. The reactants are: [CH2:1]([C:5]1[NH:9][N:8]=[CH:7][N:6]=1)[CH2:2][CH2:3][CH3:4].Br[CH2:11][C:12]1[CH:17]=[CH:16][C:15]([C:18]2[CH:23]=[CH:22][CH:21]=[CH:20][C:19]=2[C:24]([O:26]C)=[O:25])=[CH:14][CH:13]=1. (7) Given the product [CH3:16][C:17]([CH3:22])=[CH:18][C:19]([NH:9][C:6]1[CH:7]=[CH:8][C:3]([O:2][CH3:1])=[CH:4][CH:5]=1)=[O:20], predict the reactants needed to synthesize it. The reactants are: [CH3:1][O:2][C:3]1[CH:8]=[CH:7][C:6]([NH2:9])=[CH:5][CH:4]=1.C(=O)([O-])[O-].[K+].[K+].[CH3:16][C:17]([CH3:22])=[CH:18][C:19](Cl)=[O:20].